Dataset: Forward reaction prediction with 1.9M reactions from USPTO patents (1976-2016). Task: Predict the product of the given reaction. Given the reactants C[O:2][C:3]([C:5]1([C:10]([CH:12]2[CH2:14][CH2:13]2)=[O:11])[CH2:9][CH2:8][CH2:7][CH2:6]1)=[O:4].O[Li].O, predict the reaction product. The product is: [CH:12]1([C:10]([C:5]2([C:3]([OH:4])=[O:2])[CH2:6][CH2:7][CH2:8][CH2:9]2)=[O:11])[CH2:14][CH2:13]1.